The task is: Predict the reaction yield, written as a fraction of the theoretical maximum amount of product (1.0 means a 100% yield; for example, 0.34 means a 34% yield).. This data is from Reaction yield outcomes from USPTO patents with 853,638 reactions. (1) The reactants are [CH3:1][C:2]([C:6]1[NH:7][C:8]2[C:13]([CH:14]=1)=[CH:12][C:11]([N+:15]([O-:17])=[O:16])=[CH:10][CH:9]=2)([CH3:5])[CH2:3][NH2:4].CCN(CC)CC.[C:25](O[C:25]([O:27][C:28]([CH3:31])([CH3:30])[CH3:29])=[O:26])([O:27][C:28]([CH3:31])([CH3:30])[CH3:29])=[O:26].O. The catalyst is C1COCC1. The product is [CH3:5][C:2]([C:6]1[NH:7][C:8]2[C:13]([CH:14]=1)=[CH:12][C:11]([N+:15]([O-:17])=[O:16])=[CH:10][CH:9]=2)([CH3:1])[CH2:3][NH:4][C:25](=[O:26])[O:27][C:28]([CH3:31])([CH3:30])[CH3:29]. The yield is 0.670. (2) The reactants are [CH2:1]([O:8][C:9]([NH:11][CH:12]1[N:18]=[C:17]([CH2:19][CH3:20])[C:16]2[CH:21]=[CH:22][CH:23]=[C:24]([CH3:25])[C:15]=2[N:14]([CH2:26][C:27]([O:29]CC)=[O:28])[C:13]1=[O:32])=[O:10])[C:2]1[CH:7]=[CH:6][CH:5]=[CH:4][CH:3]=1.[OH-].[Na+]. The catalyst is COCCOC.C(OCC)(=O)C.Cl. The product is [CH2:1]([O:8][C:9]([NH:11][CH:12]1[N:18]=[C:17]([CH2:19][CH3:20])[C:16]2[CH:21]=[CH:22][CH:23]=[C:24]([CH3:25])[C:15]=2[N:14]([CH2:26][C:27]([OH:29])=[O:28])[C:13]1=[O:32])=[O:10])[C:2]1[CH:3]=[CH:4][CH:5]=[CH:6][CH:7]=1. The yield is 0.842. (3) The reactants are [CH2:1]([Br:8])[C:2]1[CH:7]=[CH:6][CH:5]=[CH:4][CH:3]=1.[NH2:9][C:10]([NH2:12])=[S:11]. The catalyst is C(O)(C)C. The product is [BrH:8].[C:10]([S:11][CH2:1][C:2]1[CH:7]=[CH:6][CH:5]=[CH:4][CH:3]=1)(=[NH:9])[NH2:12]. The yield is 1.00. (4) The reactants are CS(C)=O.[Br:5][C:6]1[CH:7]=[C:8]([CH:11]=[CH:12][C:13]=1[OH:14])[CH:9]=O.[NH2:15][C:16]1[CH:21]=[C:20]([Cl:22])[CH:19]=[CH:18][C:17]=1[SH:23].C(OCC)(=O)C. The catalyst is O. The product is [Br:5][C:6]1[CH:7]=[C:8]([C:9]2[S:23][C:17]3[CH:18]=[CH:19][C:20]([Cl:22])=[CH:21][C:16]=3[N:15]=2)[CH:11]=[CH:12][C:13]=1[OH:14]. The yield is 0.176. (5) The reactants are [NH2:1][C:2]1[C:18]([F:19])=[CH:17][C:5]([O:6][C:7]2[CH:12]=[CH:11][N:10]=[C:9]([NH:13][C:14](=[O:16])[CH3:15])[N:8]=2)=[C:4]([F:20])[CH:3]=1.[F:21][C:22]1[CH:27]=[CH:26][C:25]([NH:28][C:29]([C:31]2([C:34](O)=[O:35])[CH2:33][CH2:32]2)=[O:30])=[CH:24][CH:23]=1.CN(C(ON1N=NC2C=CC=NC1=2)=[N+](C)C)C.F[P-](F)(F)(F)(F)F.CCN(C(C)C)C(C)C. The catalyst is CN(C=O)C.O. The product is [C:14]([NH:13][C:9]1[N:8]=[C:7]([O:6][C:5]2[C:4]([F:20])=[CH:3][C:2]([NH:1][C:34]([C:31]3([C:29]([NH:28][C:25]4[CH:26]=[CH:27][C:22]([F:21])=[CH:23][CH:24]=4)=[O:30])[CH2:33][CH2:32]3)=[O:35])=[C:18]([F:19])[CH:17]=2)[CH:12]=[CH:11][N:10]=1)(=[O:16])[CH3:15]. The yield is 0.0800. (6) The reactants are [C:1]([C:4]1[CH:13]=[C:12]([O:14][CH3:15])[C:11]2[C:6](=[CH:7][CH:8]=[CH:9][CH:10]=2)C=1O)(=O)[CH3:2].C[O:18]C1C=C(C=C(OC)C=1OC)C=O.N1CC[CH2:34][CH2:33][CH2:32]1.N1C=CC=CC=1. The catalyst is C(O)C. The product is [O:14]1[C:15]2[C:1](=[CH:2][CH:32]=[CH:33][CH:34]=2)[C:4](=[O:18])[CH2:13][CH:12]1[C:11]1[CH:10]=[CH:9][CH:8]=[CH:7][CH:6]=1. The yield is 0.450.